This data is from NCI-60 drug combinations with 297,098 pairs across 59 cell lines. The task is: Regression. Given two drug SMILES strings and cell line genomic features, predict the synergy score measuring deviation from expected non-interaction effect. (1) Drug 1: C1CC(C1)(C(=O)O)C(=O)O.[NH2-].[NH2-].[Pt+2]. Drug 2: CC(C)(C1=NC(=CC=C1)N2C3=NC(=NC=C3C(=O)N2CC=C)NC4=CC=C(C=C4)N5CCN(CC5)C)O. Cell line: SK-OV-3. Synergy scores: CSS=43.9, Synergy_ZIP=5.96, Synergy_Bliss=6.59, Synergy_Loewe=-0.337, Synergy_HSA=8.47. (2) Drug 1: CC1C(C(CC(O1)OC2CC(OC(C2O)C)OC3=CC4=CC5=C(C(=O)C(C(C5)C(C(=O)C(C(C)O)O)OC)OC6CC(C(C(O6)C)O)OC7CC(C(C(O7)C)O)OC8CC(C(C(O8)C)O)(C)O)C(=C4C(=C3C)O)O)O)O. Drug 2: B(C(CC(C)C)NC(=O)C(CC1=CC=CC=C1)NC(=O)C2=NC=CN=C2)(O)O. Cell line: MOLT-4. Synergy scores: CSS=74.0, Synergy_ZIP=0.513, Synergy_Bliss=0.933, Synergy_Loewe=-1.54, Synergy_HSA=0.281. (3) Drug 1: CC1C(C(=O)NC(C(=O)N2CCCC2C(=O)N(CC(=O)N(C(C(=O)O1)C(C)C)C)C)C(C)C)NC(=O)C3=C4C(=C(C=C3)C)OC5=C(C(=O)C(=C(C5=N4)C(=O)NC6C(OC(=O)C(N(C(=O)CN(C(=O)C7CCCN7C(=O)C(NC6=O)C(C)C)C)C)C(C)C)C)N)C. Drug 2: CN(CCCl)CCCl.Cl. Cell line: HT29. Synergy scores: CSS=46.1, Synergy_ZIP=-5.55, Synergy_Bliss=-6.49, Synergy_Loewe=-11.1, Synergy_HSA=-2.56. (4) Drug 1: CN1CCC(CC1)COC2=C(C=C3C(=C2)N=CN=C3NC4=C(C=C(C=C4)Br)F)OC. Drug 2: CC12CCC3C(C1CCC2O)C(CC4=C3C=CC(=C4)O)CCCCCCCCCS(=O)CCCC(C(F)(F)F)(F)F. Cell line: RPMI-8226. Synergy scores: CSS=-9.44, Synergy_ZIP=4.52, Synergy_Bliss=5.28, Synergy_Loewe=-1.90, Synergy_HSA=-1.32. (5) Drug 1: C1CC(CCC1OC2=C(C(=CC=C2)Cl)F)(CC3=NC(=CC=C3)NC4=NC=CS4)C(=O)O. Drug 2: C1CCC(C(C1)[NH-])[NH-].C(=O)(C(=O)[O-])[O-].[Pt+4]. Cell line: SK-OV-3. Synergy scores: CSS=29.4, Synergy_ZIP=-1.01, Synergy_Bliss=4.01, Synergy_Loewe=-1.12, Synergy_HSA=4.52. (6) Drug 1: CC1C(C(=O)NC(C(=O)N2CCCC2C(=O)N(CC(=O)N(C(C(=O)O1)C(C)C)C)C)C(C)C)NC(=O)C3=C4C(=C(C=C3)C)OC5=C(C(=O)C(=C(C5=N4)C(=O)NC6C(OC(=O)C(N(C(=O)CN(C(=O)C7CCCN7C(=O)C(NC6=O)C(C)C)C)C)C(C)C)C)N)C. Drug 2: C(CC(=O)O)C(=O)CN.Cl. Cell line: SNB-19. Synergy scores: CSS=38.1, Synergy_ZIP=-3.98, Synergy_Bliss=4.59, Synergy_Loewe=-12.4, Synergy_HSA=5.15. (7) Drug 1: CC1C(C(CC(O1)OC2CC(CC3=C2C(=C4C(=C3O)C(=O)C5=C(C4=O)C(=CC=C5)OC)O)(C(=O)C)O)N)O.Cl. Drug 2: C#CCC(CC1=CN=C2C(=N1)C(=NC(=N2)N)N)C3=CC=C(C=C3)C(=O)NC(CCC(=O)O)C(=O)O. Cell line: SK-MEL-5. Synergy scores: CSS=2.83, Synergy_ZIP=-5.30, Synergy_Bliss=-4.07, Synergy_Loewe=-7.13, Synergy_HSA=-7.13. (8) Drug 2: C1=CC(=C2C(=C1NCCNCCO)C(=O)C3=C(C=CC(=C3C2=O)O)O)NCCNCCO. Synergy scores: CSS=69.1, Synergy_ZIP=-6.72, Synergy_Bliss=-5.42, Synergy_Loewe=-4.18, Synergy_HSA=-0.549. Drug 1: C1=CC(=CC=C1CCC2=CNC3=C2C(=O)NC(=N3)N)C(=O)NC(CCC(=O)O)C(=O)O. Cell line: DU-145. (9) Drug 1: CCC1=CC2CC(C3=C(CN(C2)C1)C4=CC=CC=C4N3)(C5=C(C=C6C(=C5)C78CCN9C7C(C=CC9)(C(C(C8N6C)(C(=O)OC)O)OC(=O)C)CC)OC)C(=O)OC.C(C(C(=O)O)O)(C(=O)O)O. Drug 2: CC=C1C(=O)NC(C(=O)OC2CC(=O)NC(C(=O)NC(CSSCCC=C2)C(=O)N1)C(C)C)C(C)C. Cell line: HOP-62. Synergy scores: CSS=49.9, Synergy_ZIP=-5.11, Synergy_Bliss=-3.10, Synergy_Loewe=-21.6, Synergy_HSA=0.421.